From a dataset of Rat liver microsome stability data. Regression/Classification. Given a drug SMILES string, predict its absorption, distribution, metabolism, or excretion properties. Task type varies by dataset: regression for continuous measurements (e.g., permeability, clearance, half-life) or binary classification for categorical outcomes (e.g., BBB penetration, CYP inhibition). Dataset: rlm. The molecule is N=c1cc2[nH]c3ccccc3oc-2cc1=O. The result is 1 (stable in rat liver microsomes).